Dataset: Full USPTO retrosynthesis dataset with 1.9M reactions from patents (1976-2016). Task: Predict the reactants needed to synthesize the given product. The reactants are: C([Sn]([CH2:13][CH2:14][CH2:15][CH3:16])([CH2:13][CH2:14][CH2:15][CH3:16])[CH2:13][CH2:14][CH2:15][CH3:16])C=C.N#N.BrC1[CH:39]=[N:38][C:23]2[N:24]([CH2:36][CH3:37])[C:25]3[N:34]=[C:33]([Cl:35])[CH:32]=[CH:31][C:26]=3[N:27]([CH3:30])[C:28](=[O:29])[C:22]=2[CH:21]=1. Given the product [Cl:35][C:33]1[CH:32]=[CH:31][C:26]2[N:27]([CH3:30])[C:28](=[O:29])[C:22]3[CH:21]=[C:13]([CH2:14][CH:15]=[CH2:16])[CH:39]=[N:38][C:23]=3[N:24]([CH2:36][CH3:37])[C:25]=2[N:34]=1, predict the reactants needed to synthesize it.